Task: Regression. Given a peptide amino acid sequence and an MHC pseudo amino acid sequence, predict their binding affinity value. This is MHC class II binding data.. Dataset: Peptide-MHC class II binding affinity with 134,281 pairs from IEDB (1) The peptide sequence is EKVDAAFKVAATAAN. The MHC is DRB1_1201 with pseudo-sequence DRB1_1201. The binding affinity (normalized) is 0.250. (2) The peptide sequence is ISPSFLVYSFFVHDL. The MHC is HLA-DQA10401-DQB10402 with pseudo-sequence HLA-DQA10401-DQB10402. The binding affinity (normalized) is 0.245.